From a dataset of Full USPTO retrosynthesis dataset with 1.9M reactions from patents (1976-2016). Predict the reactants needed to synthesize the given product. (1) Given the product [OH:32][C@H:20]([C:21]1[C:29]2[S:28][C:27](=[O:30])[NH:26][C:25]=2[C:24]([OH:31])=[CH:23][CH:22]=1)[CH2:19][N:11]([CH2:10][CH2:9][S:8][CH2:7][CH2:6][CH2:5][CH2:4][CH2:3][CH2:2][N:52]1[CH2:53][CH2:54][C:48]2([O:47][CH2:46][CH2:45][N:44]([C:42](=[O:43])[C:41]([F:40])([F:55])[F:56])[CH2:49]2)[CH2:50][CH2:51]1)[C:12](=[O:18])[O:13][C:14]([CH3:17])([CH3:16])[CH3:15], predict the reactants needed to synthesize it. The reactants are: Br[CH2:2][CH2:3][CH2:4][CH2:5][CH2:6][CH2:7][S:8][CH2:9][CH2:10][N:11]([CH2:19][C@H:20]([OH:32])[C:21]1[C:29]2[S:28][C:27](=[O:30])[NH:26][C:25]=2[C:24]([OH:31])=[CH:23][CH:22]=1)[C:12](=[O:18])[O:13][C:14]([CH3:17])([CH3:16])[CH3:15].FC(F)(F)C(O)=O.[F:40][C:41]([F:56])([F:55])[C:42]([N:44]1[CH2:49][C:48]2([CH2:54][CH2:53][NH:52][CH2:51][CH2:50]2)[O:47][CH2:46][CH2:45]1)=[O:43].C(N(CC)CC)C. (2) Given the product [C:23]([O:22][CH2:21][CH2:20][O:19][C:5]1[CH:7]=[CH:8][C:9]([O:12][CH2:13][CH2:14][O:15][C:16](=[O:18])[CH3:17])=[CH:10][C:4]=1[NH2:1])(=[O:25])[CH3:24], predict the reactants needed to synthesize it. The reactants are: [N+:1]([C:4]1[C:5]([O:19][CH2:20][CH2:21][O:22][C:23](=[O:25])[CH3:24])([CH:7]=[CH:8][C:9]([O:12][CH2:13][CH2:14][O:15][C:16](=[O:18])[CH3:17])(O)[CH:10]=1)O)([O-])=O.[H][H]. (3) Given the product [F:1][C:2]([F:7])([F:6])[C:3]([OH:5])=[O:4].[CH2:8]([S:10]([N:13]1[CH2:14][CH2:15][CH:16]([C:19]2[C:27]3[C:22](=[C:23]([C:43]([NH2:45])=[O:44])[CH:24]=[C:25]([C:28]4[CH:33]=[C:32]([CH2:34][NH:35][CH2:36][C:37]5[O:38][C:39]([CH3:47])=[CH:40][CH:41]=5)[CH:31]=[C:30]([F:42])[CH:29]=4)[CH:26]=3)[NH:21][CH:20]=2)[CH2:17][CH2:18]1)(=[O:12])=[O:11])[CH3:9], predict the reactants needed to synthesize it. The reactants are: [F:1][C:2]([F:7])([F:6])[C:3]([OH:5])=[O:4].[CH2:8]([S:10]([N:13]1[CH2:18][CH2:17][CH:16]([C:19]2[C:27]3[C:22](=[C:23]([C:43]([NH2:45])=[O:44])[CH:24]=[C:25]([C:28]4[CH:33]=[C:32]([CH2:34][NH:35][CH2:36][C@@H:37]5[CH2:41][CH2:40][CH2:39][O:38]5)[CH:31]=[C:30]([F:42])[CH:29]=4)[CH:26]=3)[NH:21][CH:20]=2)[CH2:15][CH2:14]1)(=[O:12])=[O:11])[CH3:9].O1CCC[C@H:47]1CN.